From a dataset of Catalyst prediction with 721,799 reactions and 888 catalyst types from USPTO. Predict which catalyst facilitates the given reaction. (1) Reactant: [C:1]([N:8]1[CH2:13][CH2:12][CH:11]([OH:14])[CH2:10][CH2:9]1)([O:3][C:4]([CH3:7])([CH3:6])[CH3:5])=[O:2].[H-].[Na+].[O:17]1[CH2:22][CH2:21][N:20]([C:23]2[N:28]=[C:27](Cl)[CH:26]=[C:25]([Cl:30])[N:24]=2)[CH2:19][CH2:18]1. Product: [Cl:30][C:25]1[N:24]=[C:23]([N:20]2[CH2:21][CH2:22][O:17][CH2:18][CH2:19]2)[N:28]=[C:27]([O:14][CH:11]2[CH2:12][CH2:13][N:8]([C:1]([O:3][C:4]([CH3:7])([CH3:6])[CH3:5])=[O:2])[CH2:9][CH2:10]2)[CH:26]=1. The catalyst class is: 7. (2) Reactant: C(N(CC)CC)C.[F:8][C:9]1[CH:14]=[CH:13][C:12]([CH2:15][NH2:16])=[C:11]([I:17])[CH:10]=1.[C:18](O[C:18]([O:20][C:21]([CH3:24])([CH3:23])[CH3:22])=[O:19])([O:20][C:21]([CH3:24])([CH3:23])[CH3:22])=[O:19]. Product: [F:8][C:9]1[CH:14]=[CH:13][C:12]([CH2:15][NH:16][C:18](=[O:19])[O:20][C:21]([CH3:24])([CH3:23])[CH3:22])=[C:11]([I:17])[CH:10]=1. The catalyst class is: 2. (3) Reactant: [Br:1][C:2]1[CH:3]=[CH:4][C:5]([O:22][CH3:23])=[C:6]([S:8]([NH:11][C:12]2[CH:13]=[N:14][C:15]3[C:20]([CH:21]=2)=[CH:19][CH:18]=[CH:17][CH:16]=3)(=[O:10])=[O:9])[CH:7]=1.[C:24]([O-])([O-])=O.[K+].[K+].[I-].C. Product: [Br:1][C:2]1[CH:3]=[CH:4][C:5]([O:22][CH3:23])=[C:6]([S:8]([N:11]([CH3:24])[C:12]2[CH:13]=[N:14][C:15]3[C:20]([CH:21]=2)=[CH:19][CH:18]=[CH:17][CH:16]=3)(=[O:9])=[O:10])[CH:7]=1. The catalyst class is: 1. (4) Reactant: [CH2:1]([O:8][C:9]1[CH:10]=C(C=[CH:16][C:17]=1[CH2:18][C:19]1[CH:24]=[CH:23][C:22]([CH2:25][CH3:26])=[CH:21][CH:20]=1)C(O)=O)[C:2]1[CH:7]=[CH:6][CH:5]=[CH:4][CH:3]=1.C([N:29]([CH2:32][CH3:33])[CH2:30]C)C.C1(P(N=[N+]=[N-])(C2C=CC=CC=2)=[O:41])C=CC=CC=1.[CH2:51]([OH:58])[C:52]1[CH:57]=[CH:56][CH:55]=[CH:54][CH:53]=1. Product: [CH2:1]([O:8][C:9]1[CH:10]=[C:32]([NH:29][C:30](=[O:41])[O:58][CH2:51][C:52]2[CH:57]=[CH:56][CH:55]=[CH:54][CH:53]=2)[CH:33]=[CH:16][C:17]=1[CH2:18][C:19]1[CH:20]=[CH:21][C:22]([CH2:25][CH3:26])=[CH:23][CH:24]=1)[C:2]1[CH:3]=[CH:4][CH:5]=[CH:6][CH:7]=1. The catalyst class is: 12. (5) Reactant: [NH2:1][OH:2].[CH3:3][C:4]1[CH:13]=[C:12]([CH2:14][O:15][C:16]2[CH:21]=[CH:20][C:19]([S:22]([CH:25]=[CH:26][CH:27]=[C:28]3[CH2:33][CH2:32][S:31][CH2:30][CH2:29]3)(=[O:24])=[O:23])=[CH:18][CH:17]=2)[C:11]2[C:6](=[CH:7][CH:8]=[CH:9][CH:10]=2)[N:5]=1. Product: [CH3:3][C:4]1[CH:13]=[C:12]([CH2:14][O:15][C:16]2[CH:17]=[CH:18][C:19]([S:22]([CH2:25][CH:26]([NH:1][OH:2])[CH:27]=[C:28]3[CH2:33][CH2:32][S:31][CH2:30][CH2:29]3)(=[O:23])=[O:24])=[CH:20][CH:21]=2)[C:11]2[C:6](=[CH:7][CH:8]=[CH:9][CH:10]=2)[N:5]=1. The catalyst class is: 7. (6) The catalyst class is: 7. Reactant: N[C:2]1[CH:7]=[CH:6][C:5]([C:8]2[C:14]3[CH:15]=[C:16]4[O:21][CH2:20][O:19][C:17]4=[CH:18][C:13]=3[CH2:12][C:11]3=[N:22][CH:23]=[C:24]([CH3:25])[N:10]3[N:9]=2)=[CH:4][CH:3]=1.N(OCCCCC)=O. Product: [CH3:25][C:24]1[N:10]2[N:9]=[C:8]([C:5]3[CH:6]=[CH:7][CH:2]=[CH:3][CH:4]=3)[C:14]3[CH:15]=[C:16]4[O:21][CH2:20][O:19][C:17]4=[CH:18][C:13]=3[CH2:12][C:11]2=[N:22][CH:23]=1. (7) Reactant: Cl[CH2:2][C:3]1[C:4]([CH2:19][CH2:20][O:21][CH3:22])=[N:5][C:6]([C:9]2[CH:14]=[CH:13][C:12]([C:15]([F:18])([F:17])[F:16])=[CH:11][CH:10]=2)=[N:7][CH:8]=1.[CH2:23]([O:25][C:26](=[O:38])[CH2:27][N:28]1[C:36]2[C:31](=[CH:32][C:33]([OH:37])=[CH:34][CH:35]=2)[CH:30]=[CH:29]1)[CH3:24].C(=O)([O-])[O-].[Cs+].[Cs+]. Product: [CH2:23]([O:25][C:26](=[O:38])[CH2:27][N:28]1[C:36]2[C:31](=[CH:32][C:33]([O:37][CH2:2][C:3]3[C:4]([CH2:19][CH2:20][O:21][CH3:22])=[N:5][C:6]([C:9]4[CH:14]=[CH:13][C:12]([C:15]([F:18])([F:17])[F:16])=[CH:11][CH:10]=4)=[N:7][CH:8]=3)=[CH:34][CH:35]=2)[CH:30]=[CH:29]1)[CH3:24]. The catalyst class is: 215.